From a dataset of Catalyst prediction with 721,799 reactions and 888 catalyst types from USPTO. Predict which catalyst facilitates the given reaction. (1) Reactant: [NH2:1][CH2:2][CH2:3][O:4][CH2:5][CH2:6][O:7][CH2:8][CH2:9][O:10][CH2:11][CH2:12][O:13][CH2:14][C:15]#[C:16][C:17]1[CH:18]=[C:19]([CH:30]=[CH:31][CH:32]=1)[C:20]([O:22][CH2:23][C:24]1[CH:29]=[CH:28][CH:27]=[CH:26][CH:25]=1)=[O:21].C(N(CC)CC)C.[C:40](O[C:40]([O:42][C:43]([CH3:46])([CH3:45])[CH3:44])=[O:41])([O:42][C:43]([CH3:46])([CH3:45])[CH3:44])=[O:41]. Product: [CH3:44][C:43]([CH3:46])([O:42][C:40](=[O:41])[NH:1][CH2:2][CH2:3][O:4][CH2:5][CH2:6][O:7][CH2:8][CH2:9][O:10][CH2:11][CH2:12][O:13][CH2:14][C:15]#[C:16][C:17]1[CH:18]=[C:19]([CH:30]=[CH:31][CH:32]=1)[C:20]([O:22][CH2:23][C:24]1[CH:25]=[CH:26][CH:27]=[CH:28][CH:29]=1)=[O:21])[CH3:45]. The catalyst class is: 4. (2) Reactant: Br[C:2]1[CH:3]=[C:4]2[C:9](=[CH:10][CH:11]=1)[N:8]=[CH:7][CH:6]=[C:5]2[Cl:12].C([Li])CCC.CN(C)[CH:20]=[O:21]. Product: [Cl:12][C:5]1[C:4]2[C:9](=[CH:10][CH:11]=[C:2]([CH:20]=[O:21])[CH:3]=2)[N:8]=[CH:7][CH:6]=1. The catalyst class is: 683. (3) Reactant: [Cl:1][C:2]1[CH:3]=[C:4]([C@@:8]2([C:21]#[N:22])[CH2:10][C@@H:9]2[CH2:11][CH2:12][O:13][CH2:14][C:15]2[CH:20]=[CH:19][CH:18]=[CH:17][CH:16]=2)[CH:5]=[CH:6][CH:7]=1.[H-].[H-].[H-].[H-].[Li+].[Al+3].O. Product: [Cl:1][C:2]1[CH:3]=[C:4]([C@@:8]2([CH2:21][NH2:22])[CH2:10][C@@H:9]2[CH2:11][CH2:12][O:13][CH2:14][C:15]2[CH:16]=[CH:17][CH:18]=[CH:19][CH:20]=2)[CH:5]=[CH:6][CH:7]=1. The catalyst class is: 27. (4) Reactant: C([N:8]1[CH2:14][CH:13]([C:15]2[CH:20]=[CH:19][C:18]([Cl:21])=[C:17]([Cl:22])[CH:16]=2)[CH:12]([CH2:23][O:24][Si](C(C)(C)C)(C)C)[O:11][CH2:10][CH2:9]1)C1C=CC=CC=1.ClC(OC(Cl)C)=O. The catalyst class is: 10. Product: [ClH:21].[Cl:22][C:17]1[CH:16]=[C:15]([CH:13]2[CH:12]([CH2:23][OH:24])[O:11][CH2:10][CH2:9][NH:8][CH2:14]2)[CH:20]=[CH:19][C:18]=1[Cl:21]. (5) Reactant: O[N:2]=[C:3]([NH2:13])[CH2:4][C:5]1([CH:10]([CH3:12])[CH3:11])OCC[O:6]1.Cl. Product: [CH:10]([C:5]1[O:6][N:2]=[C:3]([NH2:13])[CH:4]=1)([CH3:12])[CH3:11]. The catalyst class is: 8. (6) Reactant: [C:1]([O:5][C:6]([N:8]1[C:16]2[C:11](=[CH:12][C:13]([S:21]C#N)=[C:14]([C:17]([CH3:20])([CH3:19])[CH3:18])[CH:15]=2)[CH2:10][CH2:9]1)=[O:7])([CH3:4])([CH3:3])[CH3:2].SC[C@H]([C@@H](CS)O)O.P([O-])([O-])([O-])=O. Product: [C:1]([O:5][C:6]([N:8]1[C:16]2[C:11](=[CH:12][C:13]([SH:21])=[C:14]([C:17]([CH3:20])([CH3:19])[CH3:18])[CH:15]=2)[CH2:10][CH2:9]1)=[O:7])([CH3:4])([CH3:3])[CH3:2]. The catalyst class is: 14.